This data is from Reaction yield outcomes from USPTO patents with 853,638 reactions. The task is: Predict the reaction yield, written as a fraction of the theoretical maximum amount of product (1.0 means a 100% yield; for example, 0.34 means a 34% yield). (1) The reactants are [CH3:1][O:2][CH2:3][CH2:4][C:5]([C:7]1[CH:8]=[C:9]2[C:14](=[CH:15][C:16]=1[C:17]([F:20])([F:19])[F:18])[NH:13][C:12](=[O:21])[N:11]([NH:22][S:23]([CH3:26])(=[O:25])=[O:24])[C:10]2=[O:27])=[O:6].[BH4-].[Na+].Cl. The catalyst is CO.O. The product is [OH:6][CH:5]([C:7]1[CH:8]=[C:9]2[C:14](=[CH:15][C:16]=1[C:17]([F:18])([F:19])[F:20])[NH:13][C:12](=[O:21])[N:11]([NH:22][S:23]([CH3:26])(=[O:25])=[O:24])[C:10]2=[O:27])[CH2:4][CH2:3][O:2][CH3:1]. The yield is 0.940. (2) The reactants are [NH2:1][C:2]1[C:3]2[N:4]([C:8]([C@H:25]3[CH2:30][CH2:29][C@H:28]([C:31](O)=[O:32])[CH2:27][CH2:26]3)=[N:9][C:10]=2[C:11]2[CH:16]=[CH:15][CH:14]=[C:13]([O:17][CH2:18][C:19]3[CH:24]=[CH:23][CH:22]=[CH:21][CH:20]=3)[CH:12]=2)[CH:5]=[CH:6][N:7]=1.Cl.CN.C[CH2:38][N:39](C(C)C)C(C)C.C1C=NC2N(O)N=NC=2C=1.C(Cl)CCl. The catalyst is CN(C=O)C. The product is [CH3:38][NH:39][C:31]([C@H:28]1[CH2:29][CH2:30][C@H:25]([C:8]2[N:4]3[CH:5]=[CH:6][N:7]=[C:2]([NH2:1])[C:3]3=[C:10]([C:11]3[CH:16]=[CH:15][CH:14]=[C:13]([O:17][CH2:18][C:19]4[CH:24]=[CH:23][CH:22]=[CH:21][CH:20]=4)[CH:12]=3)[N:9]=2)[CH2:26][CH2:27]1)=[O:32]. The yield is 0.570.